This data is from Catalyst prediction with 721,799 reactions and 888 catalyst types from USPTO. The task is: Predict which catalyst facilitates the given reaction. (1) Reactant: [OH-].[Na+].[CH3:3][C:4]1[C:13]2[C:8](=[CH:9][CH:10]=[CH:11][CH:12]=2)[N:7]=[C:6]([CH2:14][N:15]2[C:24](=[O:25])[C:23]3[N:22]([CH2:26][C:27]#[C:28][CH3:29])[C:21]([N:30]4[CH2:35][CH2:34][CH2:33][C@@H:32]([NH2:36])[CH2:31]4)=[N:20][C:19]=3[N:18]([CH2:37][C:38]([O:40]C)=[O:39])[C:16]2=[O:17])[N:5]=1.Cl. Product: [CH3:3][C:4]1[C:13]2[C:8](=[CH:9][CH:10]=[CH:11][CH:12]=2)[N:7]=[C:6]([CH2:14][N:15]2[C:24](=[O:25])[C:23]3[N:22]([CH2:26][C:27]#[C:28][CH3:29])[C:21]([N:30]4[CH2:35][CH2:34][CH2:33][C@@H:32]([NH2:36])[CH2:31]4)=[N:20][C:19]=3[N:18]([CH2:37][C:38]([OH:40])=[O:39])[C:16]2=[O:17])[N:5]=1. The catalyst class is: 670. (2) Reactant: [OH:1][C@@:2]12[C@H:23]3[C@:18]([CH3:29])([CH2:19][CH2:20][C@:21]([CH3:28])([C:24]([O:26][CH3:27])=[O:25])[CH2:22]3)[CH2:17][CH2:16][C@@:15]1([CH3:30])[C@@:14]1([CH3:31])[C:5]([C@:6]3([CH3:36])[C@@H:11]([CH2:12][CH2:13]1)[C:10]([CH3:33])([CH3:32])[C:9](=[O:34])[C:8](I)=[CH:7]3)=[CH:4][C:3]2=[O:37].[Cu][C:39]#[N:40]. Product: [C:39]([C:8]1[C:9](=[O:34])[C:10]([CH3:33])([CH3:32])[C@H:11]2[C@:6]([CH3:36])([CH:7]=1)[C:5]1[C@:14]([CH3:31])([C@@:15]3([CH3:30])[C@:2]([OH:1])([C:3](=[O:37])[CH:4]=1)[C@H:23]1[C@:18]([CH3:29])([CH2:19][CH2:20][C@:21]([CH3:28])([C:24]([O:26][CH3:27])=[O:25])[CH2:22]1)[CH2:17][CH2:16]3)[CH2:13][CH2:12]2)#[N:40]. The catalyst class is: 60. (3) Reactant: [OH:1][C:2]1[CH:3]=[C:4]([CH:32]=[CH:33][CH:34]=1)[C:5]([NH:7][N:8]([C:12](=[O:31])/[CH:13]=[CH:14]/[C:15]1[C:23]2[C:18](=[CH:19][CH:20]=[CH:21][CH:22]=2)[N:17]([C:24]([O:26][C:27]([CH3:30])([CH3:29])[CH3:28])=[O:25])[CH:16]=1)[CH:9]([CH3:11])[CH3:10])=[O:6].[C:35]([O-:38])([O-])=O.[K+].[K+].BrCCBr.BrCCOC1C=C(C=CC=1)C(NN(C(=O)/C=C/[C:62]1C2[C:65](=[CH:66]C=CC=2)[N:64]([C:71](OC(C)(C)C)=O)[CH:63]=1)C(C)C)=O. Product: [CH:9]([N:8]([C:12](=[O:31])/[CH:13]=[CH:14]/[C:15]1[C:23]2[C:18](=[CH:19][CH:20]=[CH:21][CH:22]=2)[N:17]([C:24]([O:26][C:27]([CH3:29])([CH3:28])[CH3:30])=[O:25])[CH:16]=1)[NH:7][C:5](=[O:6])[C:4]1[CH:32]=[CH:33][CH:34]=[C:2]([O:1][CH2:62][CH2:63][N:64]2[CH2:71][CH2:35][O:38][CH2:66][CH2:65]2)[CH:3]=1)([CH3:11])[CH3:10]. The catalyst class is: 10. (4) Reactant: Br[C:2]1[CH:3]=[C:4]2[C:10]([CH:11]([C:13]3[C:18]([Cl:19])=[CH:17][CH:16]=[C:15]([O:20][CH2:21][C:22]([F:25])([F:24])[F:23])[C:14]=3[F:26])[OH:12])=[CH:9][NH:8][C:5]2=[N:6][CH:7]=1.[N:27]1[CH:32]=[CH:31][CH:30]=[C:29](B(O)O)[CH:28]=1.C(=O)([O-])[O-].[K+].[K+].O. Product: [Cl:19][C:18]1[C:13]([C:11]([C:10]2[C:4]3[C:5](=[N:6][CH:7]=[C:2]([C:29]4[CH:28]=[N:27][CH:32]=[CH:31][CH:30]=4)[CH:3]=3)[NH:8][CH:9]=2)=[O:12])=[C:14]([F:26])[C:15]([O:20][CH2:21][C:22]([F:25])([F:24])[F:23])=[CH:16][CH:17]=1. The catalyst class is: 790. (5) Reactant: [NH2:1][C:2]1[CH:6]=[CH:5][NH:4][N:3]=1.O=[C:8]([CH:12]1[CH2:17][CH2:16][S:15][CH2:14][CH2:13]1)[CH2:9][C:10]#[N:11].[CH3:18][Si:19]([CH2:22][CH2:23][O:24][CH2:25]Cl)([CH3:21])[CH3:20].CCN([CH:33]([CH3:35])C)C(C)C.[C:36]([OH:39])(=O)C. Product: [S:15]1[CH2:16][CH2:17][CH:12]([C:8]2[CH:9]=[C:10]([N:11]([CH2:36][O:39][CH2:33][CH2:35][Si:19]([CH3:21])([CH3:20])[CH3:18])[CH2:25][O:24][CH2:23][CH2:22][Si:19]([CH3:21])([CH3:20])[CH3:18])[N:3]3[N:4]=[CH:5][CH:6]=[C:2]3[N:1]=2)[CH2:13][CH2:14]1. The catalyst class is: 2. (6) The catalyst class is: 12. Reactant: C(OC([NH:8][N:9]([CH2:23][CH:24]([OH:41])[CH:25]([NH:33]C(OC(C)(C)C)=O)[CH2:26][C:27]1[CH:32]=[CH:31][CH:30]=[CH:29][CH:28]=1)[CH2:10][C:11]1[CH:16]=[CH:15][C:14]([C:17]2[CH:22]=[CH:21][CH:20]=[CH:19][N:18]=2)=[CH:13][CH:12]=1)=O)(C)(C)C.[ClH:42]. Product: [ClH:42].[ClH:42].[ClH:42].[NH2:33][CH:25]([CH2:26][C:27]1[CH:28]=[CH:29][CH:30]=[CH:31][CH:32]=1)[CH:24]([OH:41])[CH2:23][N:9]([CH2:10][C:11]1[CH:16]=[CH:15][C:14]([C:17]2[CH:22]=[CH:21][CH:20]=[CH:19][N:18]=2)=[CH:13][CH:12]=1)[NH2:8]. (7) Reactant: [N:1]([CH2:4][C@@H:5]1[CH2:9][C@@H:8]([S:10][C:11]([C:24]2[CH:29]=[CH:28][CH:27]=[CH:26][CH:25]=2)([C:18]2[CH:23]=[CH:22][CH:21]=[CH:20][CH:19]=2)[C:12]2[CH:17]=[CH:16][CH:15]=[CH:14][CH:13]=2)[CH2:7][NH:6]1)=[N+:2]=[N-:3].[CH2:30]([N:34]=[C:35]=[O:36])[CH2:31][CH2:32][CH3:33]. Product: [CH2:30]([NH:34][C:35]([N:6]1[CH2:7][C@H:8]([S:10][C:11]([C:12]2[CH:17]=[CH:16][CH:15]=[CH:14][CH:13]=2)([C:24]2[CH:29]=[CH:28][CH:27]=[CH:26][CH:25]=2)[C:18]2[CH:19]=[CH:20][CH:21]=[CH:22][CH:23]=2)[CH2:9][C@H:5]1[CH2:4][N:1]=[N+:2]=[N-:3])=[O:36])[CH2:31][CH2:32][CH3:33]. The catalyst class is: 1.